Task: Predict which catalyst facilitates the given reaction.. Dataset: Catalyst prediction with 721,799 reactions and 888 catalyst types from USPTO (1) Reactant: [Cl:1][C:2]1[CH:7]=[CH:6][C:5]([NH:8][C:9]2[C:18]3[C:13](=[CH:14][C:15]([O:20][CH3:21])=[C:16]([OH:19])[CH:17]=3)[N:12]=[CH:11][N:10]=2)=[CH:4][CH:3]=1.C([O-])([O-])=O.[K+].[K+].[CH2:28](Br)[CH:29]=[CH2:30]. Product: [CH2:30]([O:19][C:16]1[CH:17]=[C:18]2[C:13](=[CH:14][C:15]=1[O:20][CH3:21])[N:12]=[CH:11][N:10]=[C:9]2[NH:8][C:5]1[CH:4]=[CH:3][C:2]([Cl:1])=[CH:7][CH:6]=1)[CH:29]=[CH2:28]. The catalyst class is: 21. (2) Reactant: [CH3:1][O:2][C:3]1[CH:10]=[CH:9][C:6]([CH:7]=O)=[CH:5][CH:4]=1.[C:11]([O:22][Si:23]([CH3:27])([CH3:26])[CH2:24][CH3:25])(=[O:21])[CH2:12][C:13]([O:15][Si:16]([CH3:20])([CH3:19])[CH2:17][CH3:18])=[O:14].N1CCCCC1.C(O)(=O)C. Product: [CH3:1][O:2][C:3]1[CH:10]=[CH:9][C:6]([CH:7]=[C:12]([C:11]([O:22][Si:23]([CH3:27])([CH3:26])[CH2:24][CH3:25])=[O:21])[C:13]([O:15][Si:16]([CH3:19])([CH3:20])[CH2:17][CH3:18])=[O:14])=[CH:5][CH:4]=1. The catalyst class is: 93. (3) Reactant: [Br:1]N1C(=O)CCC1=O.[F:9][C:10]1[C:33]([NH:34][S:35]([CH2:38][CH2:39][CH3:40])(=[O:37])=[O:36])=[CH:32][CH:31]=[C:30]([F:41])[C:11]=1[C:12]([NH:14][C:15]1[CH:16]=[C:17]2[CH:23]=[C:22]([C:24]3[CH:29]=[CH:28][CH:27]=[CH:26][CH:25]=3)[NH:21][C:18]2=[N:19][CH:20]=1)=[O:13]. Product: [Br:1][C:23]1[C:17]2[C:18](=[N:19][CH:20]=[C:15]([NH:14][C:12](=[O:13])[C:11]3[C:30]([F:41])=[CH:31][CH:32]=[C:33]([NH:34][S:35]([CH2:38][CH2:39][CH3:40])(=[O:37])=[O:36])[C:10]=3[F:9])[CH:16]=2)[NH:21][C:22]=1[C:24]1[CH:25]=[CH:26][CH:27]=[CH:28][CH:29]=1. The catalyst class is: 22. (4) Reactant: [O-]P([O-])([O-])=O.[K+].[K+].[K+].C(C1C=C(NS(C)(=O)=O)C(OC)=C(NC([C:22]2[N:23](C)[C:24]3[C:29]([CH:30]=2)=[CH:28][CH:27]=[CH:26][C:25]=3[O:31][C:32]2C=CN=C(C(=O)NC)[CH:33]=2)=O)C=1)(C)(C)C. Product: [NH:23]1[C:24]2[C:29](=[CH:28][CH:27]=[CH:26][CH:25]=2)[CH:30]=[CH:22]1.[CH3:24][CH2:25][O:31][CH2:32][CH3:33]. The catalyst class is: 318. (5) Reactant: Br[CH2:2][CH2:3][CH2:4][CH2:5][O:6][C:7]1[CH:12]=[CH:11][C:10]([N:13]([CH3:27])[S:14]([C:17]2[CH:22]=[CH:21][C:20]([C:23]([F:26])([F:25])[F:24])=[CH:19][CH:18]=2)(=[O:16])=[O:15])=[CH:9][CH:8]=1.[CH2:28]([NH:30][CH2:31][CH2:32][OH:33])[CH3:29]. Product: [CH2:28]([N:30]([CH2:31][CH2:32][OH:33])[CH2:2][CH2:3][CH2:4][CH2:5][O:6][C:7]1[CH:12]=[CH:11][C:10]([N:13]([CH3:27])[S:14]([C:17]2[CH:22]=[CH:21][C:20]([C:23]([F:26])([F:25])[F:24])=[CH:19][CH:18]=2)(=[O:16])=[O:15])=[CH:9][CH:8]=1)[CH3:29]. The catalyst class is: 44. (6) Reactant: [F:1][C:2]([F:14])([F:13])[C:3]1[CH:8]=[CH:7][C:6]([S:9](Cl)(=[O:11])=[O:10])=[CH:5][CH:4]=1.[NH2:15][C:16]1[N:20]([CH3:21])[N:19]=[C:18]([O:22][CH3:23])[C:17]=1[C:24]1[CH:32]=[CH:31][C:27]2[O:28][CH2:29][O:30][C:26]=2[CH:25]=1. Product: [O:28]1[C:27]2[CH:31]=[CH:32][C:24]([C:17]3[C:18]([O:22][CH3:23])=[N:19][N:20]([CH3:21])[C:16]=3[NH:15][S:9]([C:6]3[CH:7]=[CH:8][C:3]([C:2]([F:14])([F:13])[F:1])=[CH:4][CH:5]=3)(=[O:11])=[O:10])=[CH:25][C:26]=2[O:30][CH2:29]1. The catalyst class is: 341.